Dataset: Forward reaction prediction with 1.9M reactions from USPTO patents (1976-2016). Task: Predict the product of the given reaction. Given the reactants [NH2:1][C:2]1[C:6]([C:7]([O:9][CH3:10])=[O:8])=[CH:5][NH:4][N:3]=1.[F:11][C:12]([F:28])([F:27])[C:13](=O)[CH:14]([CH3:25])[C:15]([C:17]1[CH:22]=[CH:21][C:20]([O:23][CH3:24])=[CH:19][CH:18]=1)=O, predict the reaction product. The product is: [CH3:24][O:23][C:20]1[CH:19]=[CH:18][C:17]([C:15]2[C:14]([CH3:25])=[C:13]([C:12]([F:11])([F:28])[F:27])[N:3]3[N:4]=[CH:5][C:6]([C:7]([O:9][CH3:10])=[O:8])=[C:2]3[N:1]=2)=[CH:22][CH:21]=1.